This data is from NCI-60 drug combinations with 297,098 pairs across 59 cell lines. The task is: Regression. Given two drug SMILES strings and cell line genomic features, predict the synergy score measuring deviation from expected non-interaction effect. (1) Drug 1: CCCCC(=O)OCC(=O)C1(CC(C2=C(C1)C(=C3C(=C2O)C(=O)C4=C(C3=O)C=CC=C4OC)O)OC5CC(C(C(O5)C)O)NC(=O)C(F)(F)F)O. Drug 2: CN1C2=C(C=C(C=C2)N(CCCl)CCCl)N=C1CCCC(=O)O.Cl. Cell line: HOP-92. Synergy scores: CSS=16.8, Synergy_ZIP=-0.0834, Synergy_Bliss=0.0220, Synergy_Loewe=-10.3, Synergy_HSA=0.00426. (2) Drug 1: CC(C)(C#N)C1=CC(=CC(=C1)CN2C=NC=N2)C(C)(C)C#N. Drug 2: C1=CC=C(C=C1)NC(=O)CCCCCCC(=O)NO. Cell line: OVCAR-4. Synergy scores: CSS=0.760, Synergy_ZIP=-1.49, Synergy_Bliss=-2.96, Synergy_Loewe=-6.66, Synergy_HSA=-5.14. (3) Cell line: HL-60(TB). Drug 1: CC1=CC=C(C=C1)C2=CC(=NN2C3=CC=C(C=C3)S(=O)(=O)N)C(F)(F)F. Drug 2: C(CN)CNCCSP(=O)(O)O. Synergy scores: CSS=-4.82, Synergy_ZIP=4.87, Synergy_Bliss=4.95, Synergy_Loewe=0.906, Synergy_HSA=-1.11. (4) Drug 1: CC=C1C(=O)NC(C(=O)OC2CC(=O)NC(C(=O)NC(CSSCCC=C2)C(=O)N1)C(C)C)C(C)C. Drug 2: CC(C)CN1C=NC2=C1C3=CC=CC=C3N=C2N. Cell line: NCI-H322M. Synergy scores: CSS=31.5, Synergy_ZIP=2.73, Synergy_Bliss=1.71, Synergy_Loewe=-27.7, Synergy_HSA=-0.438. (5) Drug 1: CC12CCC3C(C1CCC2O)C(CC4=C3C=CC(=C4)O)CCCCCCCCCS(=O)CCCC(C(F)(F)F)(F)F. Drug 2: CC1=C2C(C(=O)C3(C(CC4C(C3C(C(C2(C)C)(CC1OC(=O)C(C(C5=CC=CC=C5)NC(=O)OC(C)(C)C)O)O)OC(=O)C6=CC=CC=C6)(CO4)OC(=O)C)O)C)O. Cell line: DU-145. Synergy scores: CSS=37.3, Synergy_ZIP=19.7, Synergy_Bliss=19.7, Synergy_Loewe=20.4, Synergy_HSA=19.7.